From a dataset of Forward reaction prediction with 1.9M reactions from USPTO patents (1976-2016). Predict the product of the given reaction. (1) Given the reactants [CH3:1][N:2]1[CH2:7][CH2:6][CH2:5][C@@H:4]([O:8][C:9](=[O:22])[C:10]([OH:21])([C:16]2[S:17][CH:18]=[CH:19][CH:20]=2)[C:11]2[S:12][CH:13]=[CH:14][CH:15]=2)[CH2:3]1.[Br:23][CH2:24][CH2:25][CH2:26][C:27]1[CH:32]=[CH:31][CH:30]=[CH:29][CH:28]=1, predict the reaction product. The product is: [Br-:23].[OH:21][C:10]([C:11]1[S:12][CH:13]=[CH:14][CH:15]=1)([C:16]1[S:17][CH:18]=[CH:19][CH:20]=1)[C:9]([O:8][C@@H:4]1[CH2:5][CH2:6][CH2:7][N@@+:2]([CH3:1])([CH2:24][CH2:25][CH2:26][C:27]2[CH:32]=[CH:31][CH:30]=[CH:29][CH:28]=2)[CH2:3]1)=[O:22]. (2) Given the reactants Br[CH:2]([C:5]1[N:6]([CH2:16][C:17]2[CH:22]=[CH:21][CH:20]=[C:19]([F:23])[CH:18]=2)[C:7](=[O:15])[C:8]2[C:13]([CH3:14])=[N:12][S:11][C:9]=2[N:10]=1)[CH2:3][CH3:4].[C:24]([O:28][C:29](=[O:35])[NH:30][CH2:31][CH2:32][CH2:33][NH2:34])([CH3:27])([CH3:26])[CH3:25].C(N(C(C)C)CC)(C)C, predict the reaction product. The product is: [C:24]([O:28][C:29](=[O:35])[NH:30][CH2:31][CH2:32][CH2:33][NH:34][CH:2]([C:5]1[N:6]([CH2:16][C:17]2[CH:22]=[CH:21][CH:20]=[C:19]([F:23])[CH:18]=2)[C:7](=[O:15])[C:8]2[C:13]([CH3:14])=[N:12][S:11][C:9]=2[N:10]=1)[CH2:3][CH3:4])([CH3:27])([CH3:25])[CH3:26].